Task: Predict the reaction yield, written as a fraction of the theoretical maximum amount of product (1.0 means a 100% yield; for example, 0.34 means a 34% yield).. Dataset: Reaction yield outcomes from USPTO patents with 853,638 reactions The reactants are C[Si]([N-][Si](C)(C)C)(C)C.[K+].[Cl:11][C:12]1[N:17]2[N:18]=[C:19]([C:21]([O:23][CH2:24][CH3:25])=[O:22])[CH:20]=[C:16]2[N:15]=[C:14]([CH3:26])[C:13]=1[CH2:27][C:28]([O:30][CH2:31][CH3:32])=[O:29].C1(C2[O:41]N2S(C2C=CC=CC=2)(=O)=O)C=CC=CC=1. The catalyst is C1COCC1. The product is [Cl:11][C:12]1[N:17]2[N:18]=[C:19]([C:21]([O:23][CH2:24][CH3:25])=[O:22])[CH:20]=[C:16]2[N:15]=[C:14]([CH3:26])[C:13]=1[CH:27]([OH:41])[C:28]([O:30][CH2:31][CH3:32])=[O:29]. The yield is 0.430.